Dataset: Full USPTO retrosynthesis dataset with 1.9M reactions from patents (1976-2016). Task: Predict the reactants needed to synthesize the given product. (1) The reactants are: [C:1]([C:4]1[NH:8][CH:7]=[C:6]([C:9]([OH:11])=[O:10])[C:5]=1[C:12]1[CH:17]=[CH:16][C:15]([N+:18]([O-])=O)=[CH:14][CH:13]=1)(=[O:3])[NH2:2].[H][H].[ClH:23]. Given the product [ClH:23].[C:1]([C:4]1[NH:8][CH:7]=[C:6]([C:9]([OH:11])=[O:10])[C:5]=1[C:12]1[CH:17]=[CH:16][C:15]([NH2:18])=[CH:14][CH:13]=1)(=[O:3])[NH2:2], predict the reactants needed to synthesize it. (2) Given the product [Cl:23][C:24]1[CH:32]=[CH:31][C:27]([C:28]([NH:14][C:15]2[CH:22]=[CH:21][C:18]([CH2:19][NH:20][C:5]3[C:4]4[C:9](=[CH:10][CH:11]=[C:2]([CH3:1])[CH:3]=4)[N:8]=[C:7]([NH:34][CH3:33])[N:6]=3)=[CH:17][CH:16]=2)=[O:29])=[CH:26][CH:25]=1, predict the reactants needed to synthesize it. The reactants are: [CH3:1][C:2]1[CH:3]=[C:4]2[C:9](=[CH:10][CH:11]=1)[N:8]=[C:7](Cl)[N:6]=[C:5]2Cl.[NH2:14][C:15]1[CH:22]=[CH:21][C:18]([CH2:19][NH2:20])=[CH:17][CH:16]=1.[Cl:23][C:24]1[CH:32]=[CH:31][C:27]([C:28](Cl)=[O:29])=[CH:26][CH:25]=1.[CH3:33][NH2:34]. (3) Given the product [CH3:16][C:7]1[C:6]2[CH:5]=[C:4]([C:17]#[N:18])[CH:3]=[C:2]([C:24]3[CH:25]=[CH:26][C:21]([C:20]([F:31])([F:30])[F:19])=[CH:22][CH:23]=3)[C:10]=2[N:9]2[CH2:11][CH2:12][NH:13][C:14](=[O:15])[C:8]=12, predict the reactants needed to synthesize it. The reactants are: Br[C:2]1[C:10]2[N:9]3[CH2:11][CH2:12][NH:13][C:14](=[O:15])[C:8]3=[C:7]([CH3:16])[C:6]=2[CH:5]=[C:4]([C:17]#[N:18])[CH:3]=1.[F:19][C:20]([F:31])([F:30])[C:21]1[CH:26]=[CH:25][C:24](B(O)O)=[CH:23][CH:22]=1. (4) Given the product [CH3:27][O:28][C:29](=[O:34])[CH2:30][CH2:31][CH2:18][N:16]1[CH:17]=[C:12]([C:10](=[O:11])[CH2:9][CH:8]([C:5]2[CH:4]=[CH:3][C:2]([Br:1])=[CH:7][CH:6]=2)[C:20]2[CH:25]=[CH:24][CH:23]=[CH:22][C:21]=2[CH3:26])[CH:13]=[CH:14][C:15]1=[O:19], predict the reactants needed to synthesize it. The reactants are: [Br:1][C:2]1[CH:7]=[CH:6][C:5]([CH:8]([C:20]2[CH:25]=[CH:24][CH:23]=[CH:22][C:21]=2[CH3:26])[CH2:9][C:10]([C:12]2[CH:13]=[CH:14][C:15](=[O:19])[N:16]([CH3:18])[CH:17]=2)=[O:11])=[CH:4][CH:3]=1.[CH3:27][O:28][C:29](=[O:34])[CH2:30][CH2:31]CBr.C(=O)([O-])[O-].[K+].[K+]. (5) Given the product [CH2:47]([O:49][C:50]1[CH:51]=[C:52]([C@@H:58]2[C@H:63]([NH:64][C:8](=[O:10])[C:7]3[CH:6]=[CH:5][C:4]([C:3]([N:16]([CH:17]([CH3:18])[CH3:19])[CH:20]([CH3:21])[CH3:22])=[O:13])=[CH:12][CH:11]=3)[CH2:62][CH2:61][O:60][CH2:59]2)[CH:53]=[CH:54][C:55]=1[O:56][CH3:57])[CH3:48], predict the reactants needed to synthesize it. The reactants are: CO[C:3](=[O:13])[C:4]1[CH:12]=[CH:11][C:7]([C:8]([OH:10])=O)=[CH:6][CH:5]=1.C([N:16]([CH:20]([CH3:22])[CH3:21])[CH:17]([CH3:19])[CH3:18])C.F[P-](F)(F)(F)(F)F.N1(OC(N(C)C)=[N+](C)C)C2C=CC=CC=2N=N1.[CH2:47]([O:49][C:50]1[CH:51]=[C:52]([C@@H:58]2[C@H:63]([NH2:64])[CH2:62][CH2:61][O:60][CH2:59]2)[CH:53]=[CH:54][C:55]=1[O:56][CH3:57])[CH3:48]. (6) The reactants are: [CH2:1]([O:3][C:4]([C:6]1[C:7](=[O:22])[C:8]2[C:13]([C:14]=1[C:15]1[CH:20]=[CH:19][CH:18]=[CH:17][CH:16]=1)=[CH:12][CH:11]=[C:10]([OH:21])[CH:9]=2)=[O:5])[CH3:2].O[CH2:24][CH2:25][N:26]1[CH2:31][CH2:30][O:29][CH2:28][CH2:27]1.C1(P(C2C=CC=CC=2)C2C=CC=CC=2)C=CC=CC=1.CC(OC(/N=N/C(OC(C)C)=O)=O)C. Given the product [CH2:1]([O:3][C:4]([C:6]1[C:7](=[O:22])[C:8]2[C:13]([C:14]=1[C:15]1[CH:20]=[CH:19][CH:18]=[CH:17][CH:16]=1)=[CH:12][CH:11]=[C:10]([O:21][CH2:24][CH2:25][N:26]1[CH2:31][CH2:30][O:29][CH2:28][CH2:27]1)[CH:9]=2)=[O:5])[CH3:2], predict the reactants needed to synthesize it.